From a dataset of Reaction yield outcomes from USPTO patents with 853,638 reactions. Predict the reaction yield, written as a fraction of the theoretical maximum amount of product (1.0 means a 100% yield; for example, 0.34 means a 34% yield). (1) The reactants are [NH2:1][C:2]1[CH:3]=[C:4]([C:8]2[S:12][C:11]([C:13]3[CH:14]=[C:15]4[C:19](=[CH:20][CH:21]=3)[C:18](=[O:22])[N:17]([CH3:23])[CH2:16]4)=[CH:10][CH:9]=2)[CH:5]=[N:6][CH:7]=1.[F:24][C:25]([F:38])([F:37])[O:26][C:27]1[CH:28]=[C:29]([S:33](Cl)(=[O:35])=[O:34])[CH:30]=[CH:31][CH:32]=1. No catalyst specified. The product is [CH3:23][N:17]1[CH2:16][C:15]2[C:19](=[CH:20][CH:21]=[C:13]([C:11]3[S:12][C:8]([C:4]4[CH:3]=[C:2]([NH:1][S:33]([C:29]5[CH:30]=[CH:31][CH:32]=[C:27]([O:26][C:25]([F:24])([F:37])[F:38])[CH:28]=5)(=[O:35])=[O:34])[CH:7]=[N:6][CH:5]=4)=[CH:9][CH:10]=3)[CH:14]=2)[C:18]1=[O:22]. The yield is 0.220. (2) The reactants are [Br:1][C:2]1[C:3]([NH2:9])=[N:4][CH:5]=[N:6][C:7]=1Cl.Cl.Cl.[NH2:12][C:13]1([CH2:18][NH:19][C:20](=[O:29])[C:21]2[CH:26]=[CH:25][C:24]([F:27])=[CH:23][C:22]=2[F:28])[CH2:17][CH2:16][NH:15][CH2:14]1.C(=O)([O-])[O-].[K+].[K+]. The catalyst is CS(C)=O. The product is [NH2:12][C:13]1([CH2:18][NH:19][C:20](=[O:29])[C:21]2[CH:26]=[CH:25][C:24]([F:27])=[CH:23][C:22]=2[F:28])[CH2:17][CH2:16][N:15]([C:7]2[C:2]([Br:1])=[C:3]([NH2:9])[N:4]=[CH:5][N:6]=2)[CH2:14]1. The yield is 0.760. (3) The reactants are C(OC([N:8]1[CH2:12][CH:11]([O:13][C:14](=[O:24])[C:15]2[CH:20]=[CH:19][C:18]([N+:21]([O-:23])=[O:22])=[CH:17][CH:16]=2)[CH2:10][CH:9]1[C:25](=[O:37])[NH:26][C:27]1([C:32]([O:34][CH2:35][CH3:36])=[O:33])[CH2:29][CH:28]1[CH:30]=[CH2:31])=O)(C)(C)C. The catalyst is FC(F)(F)S(O)(=O)=O.ClCCl. The product is [CH2:35]([O:34][C:32]([C:27]1([NH:26][C:25]([CH:9]2[NH:8][CH2:12][CH:11]([O:13][C:14](=[O:24])[C:15]3[CH:16]=[CH:17][C:18]([N+:21]([O-:23])=[O:22])=[CH:19][CH:20]=3)[CH2:10]2)=[O:37])[CH2:29][CH:28]1[CH:30]=[CH2:31])=[O:33])[CH3:36]. The yield is 0.950. (4) The reactants are COC1C=CC(C[O:8][C:9]2[CH:14]=[CH:13][C:12]([C:15](=[O:35])[CH2:16][NH:17][C:18]([C@@:20]3([CH3:34])[CH2:24][O:23][C:22]([CH3:26])([CH3:25])[N:21]3[C:27]([O:29][C:30]([CH3:33])([CH3:32])[CH3:31])=[O:28])=[O:19])=[CH:11][C:10]=2[C:36]([F:39])([F:38])[F:37])=CC=1. The catalyst is CO.[Pd]. The product is [OH:8][C:9]1[CH:14]=[CH:13][C:12]([C:15](=[O:35])[CH2:16][NH:17][C:18]([C@@:20]2([CH3:34])[CH2:24][O:23][C:22]([CH3:26])([CH3:25])[N:21]2[C:27]([O:29][C:30]([CH3:31])([CH3:32])[CH3:33])=[O:28])=[O:19])=[CH:11][C:10]=1[C:36]([F:38])([F:39])[F:37]. The yield is 1.00. (5) The reactants are [CH3:1][CH2:2][C@H:3]([C@H:11]([CH2:13][N:14]([CH3:16])[CH3:15])[CH3:12])[C:4]1[CH:5]=[CH:6][CH:7]=[C:8]([OH:10])[CH:9]=1.CC(=O)CC.C[Si](C)(C)[Cl:24]. The catalyst is O. The product is [CH3:1][CH2:2][C@H:3]([C@H:11]([CH2:13][N:14]([CH3:16])[CH3:15])[CH3:12])[C:4]1[CH:5]=[CH:6][CH:7]=[C:8]([OH:10])[CH:9]=1.[ClH:24]. The yield is 0.978. (6) The reactants are [CH:1]1[C:6]2[CH2:7][NH:8][CH2:9][CH2:10][S:11][C:5]=2[CH:4]=[CH:3][C:2]=1[NH2:12].[C:13]([O:16][CH2:17][CH2:18]Br)(=[O:15])[CH3:14]. No catalyst specified. The product is [NH2:12][C:2]1[CH:3]=[CH:4][C:5]2[S:11][CH2:10][CH2:9][N:8]([CH2:18][CH2:17][O:16][C:13](=[O:15])[CH3:14])[CH2:7][C:6]=2[CH:1]=1. The yield is 0.830. (7) The yield is 0.520. The catalyst is C1C=CC(/C=C/C(/C=C/C2C=CC=CC=2)=O)=CC=1.C1C=CC(/C=C/C(/C=C/C2C=CC=CC=2)=O)=CC=1.[Pd]. The product is [Cl:20][C:17]1[CH:18]=[CH:19][C:14]([C:5]2([OH:13])[C:4]3[CH:3]=[C:2]([C:24]4[CH:25]=[CH:26][N:21]=[CH:22][CH:23]=4)[S:10][C:9]=3[S:8](=[O:12])(=[O:11])[NH:7][CH2:6]2)=[CH:15][CH:16]=1. The reactants are Cl[C:2]1[S:10][C:9]2[S:8](=[O:12])(=[O:11])[NH:7][CH2:6][C:5]([C:14]3[CH:19]=[CH:18][C:17]([Cl:20])=[CH:16][CH:15]=3)([OH:13])[C:4]=2[CH:3]=1.[N:21]1[CH:26]=[CH:25][C:24](B(O)O)=[CH:23][CH:22]=1.C1(P(C2CCCCC2)C2C=CC=CC=2C2C(C(C)C)=CC(C(C)C)=CC=2C(C)C)CCCCC1.P([O-])([O-])([O-])=O.[K+].[K+].[K+]. (8) The reactants are CCN(C(C)C)C(C)C.[OH:10][C:11]1[CH:12]=[CH:13][CH:14]=[C:15]2[C:20]=1[O:19][C:18](=[O:21])[C:17]([C:22]([OH:24])=O)=[CH:16]2.CN(C(ON1N=NC2C=CC=NC1=2)=[N+](C)C)C.F[P-](F)(F)(F)(F)F.[CH:49]1[C:58]2[C:53](=[CH:54][CH:55]=[CH:56][CH:57]=2)[CH:52]=[CH:51][C:50]=1[C:59]1[CH:60]=[C:61]([NH2:65])[CH:62]=[CH:63][CH:64]=1. The catalyst is CN(C=O)C. The product is [CH:49]1[C:58]2[C:53](=[CH:54][CH:55]=[CH:56][CH:57]=2)[CH:52]=[CH:51][C:50]=1[C:59]1[CH:60]=[C:61]([NH:65][C:22]([C:17]2[C:18](=[O:21])[O:19][C:20]3[C:15]([CH:16]=2)=[CH:14][CH:13]=[CH:12][C:11]=3[OH:10])=[O:24])[CH:62]=[CH:63][CH:64]=1. The yield is 0.360. (9) The reactants are [CH3:1][N:2]1[C@@H:19]2[CH2:20][C:7]3[CH:8]=[CH:9][C:10]([O:22][CH3:23])=[C:11]4[O:12][C@H:13]5[C:14]([CH2:16][CH2:17][C@:18]2([OH:21])[C@:5]5([C:6]=34)[CH2:4][CH2:3]1)=[O:15].[ClH:24].CC(O)C. The catalyst is O.C(O)(=O)C. The product is [CH3:1][N:2]1[C@@H:19]2[CH2:20][C:7]3[CH:8]=[CH:9][C:10]([O:22][CH3:23])=[C:11]4[O:12][C@H:13]5[C:14]([CH2:16][CH2:17][C@:18]2([OH:21])[C@:5]5([C:6]=34)[CH2:4][CH2:3]1)=[O:15].[ClH:24]. The yield is 0.930.